From a dataset of Peptide-MHC class I binding affinity with 185,985 pairs from IEDB/IMGT. Regression. Given a peptide amino acid sequence and an MHC pseudo amino acid sequence, predict their binding affinity value. This is MHC class I binding data. (1) The peptide sequence is MLRLWWIPY. The MHC is HLA-A31:01 with pseudo-sequence HLA-A31:01. The binding affinity (normalized) is 0.0847. (2) The peptide sequence is VLFLQMMNV. The MHC is HLA-A02:02 with pseudo-sequence HLA-A02:02. The binding affinity (normalized) is 0.946. (3) The peptide sequence is KTIQGGLGW. The MHC is HLA-A26:01 with pseudo-sequence HLA-A26:01. The binding affinity (normalized) is 0.391.